This data is from Forward reaction prediction with 1.9M reactions from USPTO patents (1976-2016). The task is: Predict the product of the given reaction. (1) Given the reactants [NH2:1][CH2:2][CH2:3][CH2:4][NH:5][N:6]1[C:18]2[C:17]3[CH:16]=[CH:15][CH:14]=[CH:13][C:12]=3[N:11]=[C:10]([NH2:19])[C:9]=2[N:8]=[C:7]1[CH2:20][O:21][CH2:22][CH3:23].C(N(CC)CC)C.[C:31](Cl)(=[O:33])[CH3:32], predict the reaction product. The product is: [NH2:19][C:10]1[C:9]2[N:8]=[C:7]([CH2:20][O:21][CH2:22][CH3:23])[N:6]([NH:5][CH2:4][CH2:3][CH2:2][NH:1][C:31](=[O:33])[CH3:32])[C:18]=2[C:17]2[CH:16]=[CH:15][CH:14]=[CH:13][C:12]=2[N:11]=1. (2) Given the reactants [F:1][C:2]([F:20])([F:19])[C:3](=O)[CH2:4][C:5]([C:7]1[CH:17]=[CH:16][C:10]2[O:11][CH2:12][C:13](=[O:15])[NH:14][C:9]=2[CH:8]=1)=O.Cl.[Cl:22][C:23]1[CH:28]=[CH:27][C:26]([NH:29][NH2:30])=[C:25]([F:31])[CH:24]=1, predict the reaction product. The product is: [Cl:22][C:23]1[CH:28]=[CH:27][C:26]([N:29]2[C:5]([C:7]3[CH:17]=[CH:16][C:10]4[O:11][CH2:12][C:13](=[O:15])[NH:14][C:9]=4[CH:8]=3)=[CH:4][C:3]([C:2]([F:20])([F:19])[F:1])=[N:30]2)=[C:25]([F:31])[CH:24]=1. (3) Given the reactants C(OC([N:8]1[CH2:13][CH2:12][CH:11]([C:14]2[NH:15][CH:16]=[C:17]([C:19]3[CH:24]=[CH:23][CH:22]=[C:21]([Cl:25])[CH:20]=3)[N:18]=2)[CH2:10][CH2:9]1)=O)(C)(C)C.ClCCl.Cl, predict the reaction product. The product is: [ClH:25].[Cl:25][C:21]1[CH:20]=[C:19]([C:17]2[N:18]=[C:14]([CH:11]3[CH2:12][CH2:13][NH:8][CH2:9][CH2:10]3)[NH:15][CH:16]=2)[CH:24]=[CH:23][CH:22]=1. (4) Given the reactants [CH2:1]([N:3]1[C:21]2[C:12]3=[CH:13][C:14]4[CH:15]=[CH:16][N:17]([CH3:20])[C:18]=4[CH:19]=[C:11]3[CH:10]=[CH:9][CH2:8][C:7]=2[C:6]([OH:22])=[C:5]([C:23]([O:25]C)=[O:24])[C:4]1=[O:27])[CH3:2].[Li+].[I-].Cl, predict the reaction product. The product is: [CH2:1]([N:3]1[C:21]2[C:12]3=[CH:13][C:14]4[CH:15]=[CH:16][N:17]([CH3:20])[C:18]=4[CH:19]=[C:11]3[CH:10]=[CH:9][CH2:8][C:7]=2[C:6]([OH:22])=[C:5]([C:23]([OH:25])=[O:24])[C:4]1=[O:27])[CH3:2]. (5) Given the reactants [C:1]([CH2:9][CH2:10][C:11]([OH:13])=O)(=O)[C:2]1[CH:7]=[CH:6][CH:5]=[CH:4][CH:3]=1.Cl.[C:15]1([CH3:23])[CH:20]=[CH:19][CH:18]=[CH:17][C:16]=1[NH:21][NH2:22].C([N-]C(C)C)(C)C.[Li+].[CH:32](=O)[C:33]1[CH:38]=[CH:37][C:36]([O:39][CH3:40])=[CH:35][CH:34]=1, predict the reaction product. The product is: [CH3:40][O:39][C:36]1[CH:37]=[CH:38][C:33]([CH2:32][C:10]2[C:11](=[O:13])[N:21]([C:16]3[CH:17]=[CH:18][CH:19]=[CH:20][C:15]=3[CH3:23])[N:22]=[C:1]([C:2]3[CH:3]=[CH:4][CH:5]=[CH:6][CH:7]=3)[CH:9]=2)=[CH:34][CH:35]=1. (6) Given the reactants CC([CH:5]1[CH2:10][N:9]([CH:11]2[CH2:16][CH2:15][C:14]([C:17]3[CH:22]=[CH:21][C:20]([N+:23]([O-:25])=[O:24])=[C:19]([O:26][CH3:27])[CH:18]=3)=[CH:13][CH2:12]2)[CH2:8][CH2:7][N:6]1C([O-])=O)(C)C, predict the reaction product. The product is: [CH3:27][O:26][C:19]1[CH:18]=[C:17]([C:14]2[CH2:15][CH2:16][CH:11]([N:9]3[CH2:10][CH2:5][NH:6][CH2:7][CH2:8]3)[CH2:12][CH:13]=2)[CH:22]=[CH:21][C:20]=1[N+:23]([O-:25])=[O:24]. (7) Given the reactants C([BH3-])#N.[Na+].[CH3:5][O:6][C:7]([C:9]1[C:10]([C:15]2[CH:20]=[CH:19][C:18]([CH:21]=O)=[CH:17][CH:16]=2)=[CH:11][CH:12]=[CH:13][CH:14]=1)=[O:8].[NH2:23][C:24]1[CH:29]=[CH:28][CH:27]=[CH:26][CH:25]=1, predict the reaction product. The product is: [CH3:5][O:6][C:7]([C:9]1[C:10]([C:15]2[CH:20]=[CH:19][C:18]([CH2:21][NH:23][C:24]3[CH:29]=[CH:28][CH:27]=[CH:26][CH:25]=3)=[CH:17][CH:16]=2)=[CH:11][CH:12]=[CH:13][CH:14]=1)=[O:8]. (8) Given the reactants [F:1][C:2]1[CH:7]=[C:6]([F:8])[CH:5]=[CH:4][C:3]=1[NH2:9].[C:10](=[O:13])([O-])[O-:11].[K+].[K+].O[C:17]1C=NC2C(C=1)=CC=CC=2, predict the reaction product. The product is: [CH3:17][O:11][C:10](=[O:13])[NH:9][C:3]1[CH:4]=[CH:5][C:6]([F:8])=[CH:7][C:2]=1[F:1].